This data is from Peptide-MHC class II binding affinity with 134,281 pairs from IEDB. The task is: Regression. Given a peptide amino acid sequence and an MHC pseudo amino acid sequence, predict their binding affinity value. This is MHC class II binding data. The peptide sequence is AWRREHKDLDKLNHYSFGDV. The MHC is HLA-DQA10103-DQB10603 with pseudo-sequence HLA-DQA10103-DQB10603. The binding affinity (normalized) is 0.